Dataset: Forward reaction prediction with 1.9M reactions from USPTO patents (1976-2016). Task: Predict the product of the given reaction. (1) Given the reactants [F:1][C:2]1[CH:3]=[C:4]2[C:9](=[CH:10][CH:11]=1)[O:8][CH2:7][CH:6]([C:12](=O)[C:13]([O:15][CH2:16][CH3:17])=[O:14])[C:5]2=O.[CH3:20][NH:21][NH2:22], predict the reaction product. The product is: [F:1][C:2]1[CH:11]=[CH:10][C:9]2[O:8][CH2:7][C:6]3[C:12]([C:13]([O:15][CH2:16][CH3:17])=[O:14])=[N:22][N:21]([CH3:20])[C:5]=3[C:4]=2[CH:3]=1. (2) Given the reactants [F:1][C:2]1[CH:25]=[CH:24][C:5]([CH2:6][CH2:7][C@@H:8]2[CH2:13][C@H:12]([C:14]3[O:18][NH:17][C:16](=[O:19])[CH:15]=3)[CH2:11][CH2:10][N:9]2C(OC)=O)=[CH:4][CH:3]=1.C(O)(=O)C, predict the reaction product. The product is: [F:1][C:2]1[CH:3]=[CH:4][C:5]([CH2:6][CH2:7][C@@H:8]2[CH2:13][C@H:12]([C:14]3[O:18][NH:17][C:16](=[O:19])[CH:15]=3)[CH2:11][CH2:10][NH:9]2)=[CH:24][CH:25]=1.